From a dataset of Catalyst prediction with 721,799 reactions and 888 catalyst types from USPTO. Predict which catalyst facilitates the given reaction. Reactant: Br[C:2]1[CH:7]=[CH:6][C:5]([O:8][CH3:9])=[C:4]([O:10][CH2:11][CH3:12])[CH:3]=1.C([Li])CCC.CON(C)[C:21]([C:23]1[CH:31]=[C:30]2[C:26]([CH:27]=[CH:28][NH:29]2)=[CH:25][CH:24]=1)=[O:22].C(O)(C)C. Product: [CH2:11]([O:10][C:4]1[CH:3]=[C:2]([C:21]([C:23]2[CH:31]=[C:30]3[C:26]([CH:27]=[CH:28][NH:29]3)=[CH:25][CH:24]=2)=[O:22])[CH:7]=[CH:6][C:5]=1[O:8][CH3:9])[CH3:12]. The catalyst class is: 20.